This data is from Catalyst prediction with 721,799 reactions and 888 catalyst types from USPTO. The task is: Predict which catalyst facilitates the given reaction. (1) Reactant: [Li+].CC([N-]C(C)C)C.CCCCCCC.C1COCC1.C(C1C=CC=CC=1)C.[Br:29][C:30]1[CH:35]=[CH:34][C:33]([F:36])=[CH:32][CH:31]=1.[F:37][CH2:38][C:39](OCC)=[O:40]. Product: [Br:29][C:30]1[CH:35]=[CH:34][C:33]([F:36])=[C:32]([C:39](=[O:40])[CH2:38][F:37])[CH:31]=1. The catalyst class is: 1. (2) Reactant: [CH3:1][Si:2]([CH3:13])([CH3:12])[CH2:3][CH2:4][O:5][CH2:6][N:7]1[CH:11]=[CH:10][N:9]=[CH:8]1.C([Li])CCC.[I:19]I.S([O-])([O-])=O.[Na+].[Na+]. Product: [I:19][C:8]1[N:7]([CH2:6][O:5][CH2:4][CH2:3][Si:2]([CH3:13])([CH3:12])[CH3:1])[CH:11]=[CH:10][N:9]=1. The catalyst class is: 355. (3) Product: [CH3:3][C:4]1[CH:9]=[CH:8][CH:7]=[C:6]([CH3:10])[C:5]=1[NH:11][C:12]([NH:14][C:15]1[C:16]([C:25]([N:27]([CH3:33])[CH2:28][C:29]([OH:31])=[O:30])=[O:26])=[CH:17][C:18]2[C:23]([CH:24]=1)=[CH:22][CH:21]=[CH:20][CH:19]=2)=[O:13]. Reactant: [Li+].[OH-].[CH3:3][C:4]1[CH:9]=[CH:8][CH:7]=[C:6]([CH3:10])[C:5]=1[NH:11][C:12]([NH:14][C:15]1[C:16]([C:25]([N:27]([CH3:33])[CH2:28][C:29]([O:31]C)=[O:30])=[O:26])=[CH:17][C:18]2[C:23]([CH:24]=1)=[CH:22][CH:21]=[CH:20][CH:19]=2)=[O:13].Cl.C(OCC)(=O)C. The catalyst class is: 127. (4) Reactant: Cl.C([O:4][CH:5](OCC)[CH2:6][O:7][C:8]1[CH:13]=[CH:12][C:11]([CH2:14][OH:15])=[CH:10][CH:9]=1)C. Product: [OH:15][CH2:14][C:11]1[CH:10]=[CH:9][C:8]([O:7][CH2:6][CH:5]=[O:4])=[CH:13][CH:12]=1. The catalyst class is: 21. (5) Reactant: [Cl:1][C:2]1[CH:14]=[C:13]([CH2:15][CH2:16][CH3:17])[CH:12]=[CH:11][C:3]=1[C:4](N(CC)CC)=[O:5].C([Li])(CC)C.CN([CH:26]=[O:27])C. The catalyst class is: 1. Product: [Cl:1][C:2]1[C:3]2[C:11](=[C:26]([OH:27])[O:5][CH:4]=2)[CH:12]=[C:13]([CH2:15][CH2:16][CH3:17])[CH:14]=1. (6) Reactant: [OH2:1].[Cl:2][C:3]1[CH:4]=[C:5]([CH:8]=[CH:9][CH:10]=1)[CH:6]=[CH2:7].[OH-].[Na+]. Product: [Cl:2][C:3]1[CH:4]=[C:5]([CH:8]=[CH:9][CH:10]=1)[C@H:6]1[O:1][CH2:7]1. The catalyst class is: 2.